From a dataset of Reaction yield outcomes from USPTO patents with 853,638 reactions. Predict the reaction yield, written as a fraction of the theoretical maximum amount of product (1.0 means a 100% yield; for example, 0.34 means a 34% yield). (1) The reactants are C([Li])(CC)C.CCCCCC.C1CCCCC1.[Cl:18][C:19]1[CH:24]=[CH:23][N:22]=[C:21]2[N:25]([Si:28]([CH:35]([CH3:37])[CH3:36])([CH:32]([CH3:34])[CH3:33])[CH:29]([CH3:31])[CH3:30])[CH:26]=[CH:27][C:20]=12.CS[S:40][CH3:41].[OH-:42].[Na+].[OH:44]O. The catalyst is O1CCCC1.[NH4+].[NH4+].O.O.O.O.[O-][Mo]([O-])(=O)=O.O. The product is [Cl:18][C:19]1[C:24]([S:40]([CH3:41])(=[O:44])=[O:42])=[CH:23][N:22]=[C:21]2[N:25]([Si:28]([CH:32]([CH3:34])[CH3:33])([CH:35]([CH3:37])[CH3:36])[CH:29]([CH3:30])[CH3:31])[CH:26]=[CH:27][C:20]=12. The yield is 0.490. (2) The reactants are [C:1]([O:4][C@H:5]1[C@H:9]([O:10][C:11](=[O:13])[CH3:12])[C@@H:8]([CH2:14][O:15][Si:16]([CH:23]([CH3:25])[CH3:24])([CH:20]([CH3:22])[CH3:21])[CH:17]([CH3:19])[CH3:18])[O:7][C@H:6]1[N:26]1[CH:34]=[N:33][C:32]2[C:27]1=[N:28][CH:29]=[N:30][C:31]=2N)(=[O:3])[CH3:2].C[Si]([Br:40])(C)C.C(ON=O)(C)(C)C.C(=O)(O)[O-].[Na+]. The catalyst is BrCBr.ClCCl. The product is [C:1]([O:4][C@H:5]1[C@H:9]([O:10][C:11](=[O:13])[CH3:12])[C@@H:8]([CH2:14][O:15][Si:16]([CH:23]([CH3:25])[CH3:24])([CH:20]([CH3:22])[CH3:21])[CH:17]([CH3:19])[CH3:18])[O:7][C@H:6]1[N:26]1[CH:34]=[N:33][C:32]2[C:27]1=[N:28][CH:29]=[N:30][C:31]=2[Br:40])(=[O:3])[CH3:2]. The yield is 0.520.